This data is from Reaction yield outcomes from USPTO patents with 853,638 reactions. The task is: Predict the reaction yield, written as a fraction of the theoretical maximum amount of product (1.0 means a 100% yield; for example, 0.34 means a 34% yield). The reactants are [Cl:1][C:2]1[CH:7]=[C:6]([N+:8]([O-:10])=[O:9])[C:5]([O:11][CH3:12])=[CH:4][C:3]=1[CH2:13][CH2:14][NH:15][CH2:16][C:17]1[CH:22]=[CH:21][CH:20]=[C:19]([F:23])[CH:18]=1.C(N(CC)CC)C.[CH3:31][C:32]([O:35][C:36](O[C:36]([O:35][C:32]([CH3:34])([CH3:33])[CH3:31])=[O:37])=[O:37])([CH3:34])[CH3:33]. The catalyst is ClCCl. The product is [C:32]([O:35][C:36](=[O:37])[N:15]([CH2:14][CH2:13][C:3]1[CH:4]=[C:5]([O:11][CH3:12])[C:6]([N+:8]([O-:10])=[O:9])=[CH:7][C:2]=1[Cl:1])[CH2:16][C:17]1[CH:22]=[CH:21][CH:20]=[C:19]([F:23])[CH:18]=1)([CH3:34])([CH3:33])[CH3:31]. The yield is 0.880.